This data is from Peptide-MHC class II binding affinity with 134,281 pairs from IEDB. The task is: Regression. Given a peptide amino acid sequence and an MHC pseudo amino acid sequence, predict their binding affinity value. This is MHC class II binding data. (1) The peptide sequence is EGKPTEKHIQIRSTN. The MHC is DRB1_0901 with pseudo-sequence DRB1_0901. The binding affinity (normalized) is 0.0336. (2) The peptide sequence is RVYCDPCRAGFETNV. The MHC is DRB1_1501 with pseudo-sequence DRB1_1501. The binding affinity (normalized) is 0.110. (3) The peptide sequence is LTTSQTLLFNILGGWVAAQL. The MHC is DRB1_1302 with pseudo-sequence DRB1_1302. The binding affinity (normalized) is 0.574.